From a dataset of Full USPTO retrosynthesis dataset with 1.9M reactions from patents (1976-2016). Predict the reactants needed to synthesize the given product. (1) Given the product [C:1]([NH:6][CH2:7][CH2:8][CH2:9][CH2:10][CH2:11][CH2:12][CH2:13][CH2:14][CH2:15][CH2:16][C:17]([OH:19])=[O:18])(=[O:5])[C:2]([CH3:4])=[CH2:3].[C:20]([O:25][CH2:26][CH2:27][N:28]([CH3:30])[CH3:29])(=[O:24])[C:21]([CH3:23])=[CH2:22], predict the reactants needed to synthesize it. The reactants are: [C:1]([NH:6][CH2:7][CH2:8][CH2:9][CH2:10][CH2:11][CH2:12][CH2:13][CH2:14][CH2:15][CH2:16][C:17]([OH:19])=[O:18])(=[O:5])[C:2]([CH3:4])=[CH2:3].[C:20]([O:25][CH2:26][CH2:27][N:28]([CH3:30])[CH3:29])(=[O:24])[C:21]([CH3:23])=[CH2:22].N(C(C)(C)C#N)=NC(C)(C)C#N. (2) Given the product [CH2:11]([N:18]1[CH2:23][CH2:22][C:21]([NH:7][C:6]2[CH:8]=[CH:9][CH:10]=[C:4]([N+:1]([O-:3])=[O:2])[CH:5]=2)([C:29]#[N:30])[CH2:20][CH2:19]1)[C:12]1[CH:17]=[CH:16][CH:15]=[CH:14][CH:13]=1, predict the reactants needed to synthesize it. The reactants are: [N+:1]([C:4]1[CH:5]=[C:6]([CH:8]=[CH:9][CH:10]=1)[NH2:7])([O-:3])=[O:2].[CH2:11]([N:18]1[CH2:23][CH2:22][C:21](=O)[CH2:20][CH2:19]1)[C:12]1[CH:17]=[CH:16][CH:15]=[CH:14][CH:13]=1.C[Si]([C:29]#[N:30])(C)C.C(=O)([O-])[O-].[K+].[K+]. (3) Given the product [Cl:22][C:23]1[CH:24]=[C:25]([N:32]2[CH2:37][CH2:36][N:35]([C:11]([C:10]3[CH:14]=[C:6]([S:3]([CH2:1][CH3:2])(=[O:4])=[O:5])[CH:7]=[CH:8][C:9]=3[N:15]3[CH2:20][CH2:19][CH2:18][CH2:17][CH2:16]3)=[O:13])[CH2:34][CH2:33]2)[CH:26]=[C:27]([Cl:31])[C:28]=1[O:29][CH3:30], predict the reactants needed to synthesize it. The reactants are: [CH2:1]([S:3]([C:6]1[CH:7]=[CH:8][C:9]([N:15]2[CH2:20][CH2:19][CH2:18][CH2:17][CH2:16]2)=[C:10]([CH:14]=1)[C:11]([OH:13])=O)(=[O:5])=[O:4])[CH3:2].Cl.[Cl:22][C:23]1[CH:24]=[C:25]([N:32]2[CH2:37][CH2:36][NH:35][CH2:34][CH2:33]2)[CH:26]=[C:27]([Cl:31])[C:28]=1[O:29][CH3:30].